Dataset: Forward reaction prediction with 1.9M reactions from USPTO patents (1976-2016). Task: Predict the product of the given reaction. (1) Given the reactants [CH:1]1([S:4]([NH:7][C:8]([C@@:10]2([NH:15]C(=O)OC(C)(C)C)[CH2:12][C@H:11]2[CH2:13][CH3:14])=[O:9])(=[O:6])=[O:5])[CH2:3][CH2:2]1, predict the reaction product. The product is: [NH2:15][C@:10]1([C:8]([NH:7][S:4]([CH:1]2[CH2:3][CH2:2]2)(=[O:6])=[O:5])=[O:9])[CH2:12][C@H:11]1[CH2:13][CH3:14]. (2) Given the reactants [CH2:1]([OH:3])C.N[C:5]1[CH:10]=CN=CC=1.[CH2:11]([O:13][CH2:14][C@H:15]1[O:17][CH2:16]1)[CH3:12].[C]=[O:19], predict the reaction product. The product is: [CH2:10]([O:19][C:1](=[O:3])[CH2:16][C@H:15]([OH:17])[CH2:14][O:13][CH2:11][CH3:12])[CH3:5]. (3) The product is: [CH2:1]([O:3][C:4]([C:6]1[CH:7]=[C:8]([C:15]([N:21]2[CH2:22][CH2:23][CH2:24][C@@H:25]2[CH3:26])=[O:17])[N:9]2[CH2:14][CH2:13][O:12][CH2:11][C:10]=12)=[O:5])[CH3:2]. Given the reactants [CH2:1]([O:3][C:4]([C:6]1[CH:7]=[C:8]([C:15]([OH:17])=O)[N:9]2[CH2:14][CH2:13][O:12][CH2:11][C:10]=12)=[O:5])[CH3:2].ON1[C:23]2[CH:24]=[CH:25][CH:26]=C[C:22]=2[N:21]=N1.Cl.C(N=C=NCCCN(C)C)C.C[C@H]1CCCN1, predict the reaction product. (4) Given the reactants [C:1]([C:3]1[CH:47]=[CH:46][C:6]2[N:7](COCC[Si](C)(C)C)[C:8]([C:10]([C:19]3[C:27]([O:28][CH3:29])=[CH:26][C:25]([CH3:30])=[C:24]4[C:20]=3[CH:21]=[CH:22][N:23]4C(OC(C)(C)C)=O)([NH:12]S(C(C)(C)C)=O)[CH3:11])=[N:9][C:5]=2[CH:4]=1)#[N:2].C(C1C=CC2N=C(C(C3C(OC)=CC(C)=C4C=3C=CN4C(OC(C)(C)C)=O)(NS(C(C)(C)C)=O)C)N(COCC[Si](C)(C)C)C=2C=1)#N.Cl.CO.C([O-])([O-])=O.[Cs+].[Cs+], predict the reaction product. The product is: [NH2:12][C:10]([C:8]1[NH:7][C:6]2[CH:46]=[CH:47][C:3]([C:1]#[N:2])=[CH:4][C:5]=2[N:9]=1)([C:19]1[C:27]([O:28][CH3:29])=[CH:26][C:25]([CH3:30])=[C:24]2[C:20]=1[CH:21]=[CH:22][NH:23]2)[CH3:11]. (5) Given the reactants Cl[C:2]1[CH:7]=[C:6]([Cl:8])[N:5]=[CH:4][N:3]=1.[CH3:9][C:10]1[CH:11]=[C:12]([NH2:19])[CH:13]=[C:14]2[C:18]=1[NH:17][N:16]=[CH:15]2.CCN(C(C)C)C(C)C, predict the reaction product. The product is: [Cl:8][C:6]1[N:5]=[CH:4][N:3]=[C:2]([NH:19][C:12]2[CH:13]=[C:14]3[C:18](=[C:10]([CH3:9])[CH:11]=2)[NH:17][N:16]=[CH:15]3)[CH:7]=1. (6) Given the reactants Cl[C:2]1[CH:7]=[C:6]([C:8]2[C:13]([CH3:14])=[CH:12][C:11]([CH3:15])=[CH:10][N:9]=2)[C:5]([Cl:16])=[CH:4][N:3]=1.[F-].[Cs+].[N:19]1[C:20]([CH2:28][OH:29])=[CH:21][N:22]2[CH2:27][CH2:26][NH:25][CH2:24][C:23]=12.C(OCC)(=O)C, predict the reaction product. The product is: [Cl:16][C:5]1[C:6]([C:8]2[C:13]([CH3:14])=[CH:12][C:11]([CH3:15])=[CH:10][N:9]=2)=[CH:7][C:2]([N:25]2[CH2:26][CH2:27][N:22]3[CH:21]=[C:20]([CH2:28][OH:29])[N:19]=[C:23]3[CH2:24]2)=[N:3][CH:4]=1. (7) The product is: [Cl:1][C:2]1[CH:3]=[C:4](/[CH:9]=[CH:10]/[C:11]([N:13]2[CH2:19][CH2:18][C:17](=[O:20])[N:16]([CH2:28][CH2:27][C@@H:25]3[CH2:22][O:26]3)[CH2:15][CH2:14]2)=[O:12])[CH:5]=[CH:6][C:7]=1[F:8]. Given the reactants [Cl:1][C:2]1[CH:3]=[C:4](/[CH:9]=[CH:10]/[C:11]([N:13]2[CH2:19][CH2:18][C:17](=[O:20])[NH:16][CH2:15][CH2:14]2)=[O:12])[CH:5]=[CH:6][C:7]=1[F:8].C[C:22]1(C)[O:26][C@H:25]([CH2:27][CH2:28]OS(C)(=O)=O)CO1, predict the reaction product.